Dataset: Forward reaction prediction with 1.9M reactions from USPTO patents (1976-2016). Task: Predict the product of the given reaction. (1) Given the reactants O.NN.O=C1C2C(=CC=CC=2)C(=O)[N:6]1[CH2:15][C:16]([NH:18][C:19]1[CH:20]=[N:21][N:22]([CH3:44])[C:23]=1[NH:24][C:25]([C:38]1[CH:43]=[CH:42][CH:41]=[CH:40][CH:39]=1)([C:32]1[CH:37]=[CH:36][CH:35]=[CH:34][CH:33]=1)[C:26]1[CH:31]=[CH:30][CH:29]=[CH:28][CH:27]=1)=[O:17], predict the reaction product. The product is: [NH2:6][CH2:15][C:16]([NH:18][C:19]1[CH:20]=[N:21][N:22]([CH3:44])[C:23]=1[NH:24][C:25]([C:32]1[CH:37]=[CH:36][CH:35]=[CH:34][CH:33]=1)([C:26]1[CH:27]=[CH:28][CH:29]=[CH:30][CH:31]=1)[C:38]1[CH:43]=[CH:42][CH:41]=[CH:40][CH:39]=1)=[O:17]. (2) The product is: [CH2:1]([O:8][C:9]1[CH:14]=[CH:13][C:12]([CH:15]([OH:29])[CH2:16][NH:17][C:18]([CH3:28])([CH3:27])[CH2:19][CH2:20][N:21]2[CH:25]=[C:24]([C:41]3[CH:46]=[CH:45][CH:44]=[CH:43][CH:42]=3)[N:23]=[CH:22]2)=[CH:11][C:10]=1[NH:30][S:31]([C:34]1[CH:39]=[CH:38][CH:37]=[CH:36][CH:35]=1)(=[O:33])=[O:32])[C:2]1[CH:7]=[CH:6][CH:5]=[CH:4][CH:3]=1. Given the reactants [CH2:1]([O:8][C:9]1[CH:14]=[CH:13][C:12]([CH:15]([OH:29])[CH2:16][NH:17][C:18]([CH3:28])([CH3:27])[CH2:19][CH2:20][N:21]2[CH:25]=[C:24](I)[N:23]=[CH:22]2)=[CH:11][C:10]=1[NH:30][S:31]([C:34]1[CH:39]=[CH:38][CH:37]=[CH:36][CH:35]=1)(=[O:33])=[O:32])[C:2]1[CH:7]=[CH:6][CH:5]=[CH:4][CH:3]=1.F[C:41]1[CH:46]=[CH:45][C:44](OB(O)O)=[CH:43][CH:42]=1.C(=O)([O-])O.[Na+].C1(C)C=CC=CC=1, predict the reaction product. (3) Given the reactants [O:1]1[C:5]2[CH:6]=[CH:7][C:8]([C:10]3[CH:11]=[C:12]([C:17]([O:19]C)=[O:18])[C:13](=[O:16])[NH:14][N:15]=3)=[CH:9][C:4]=2[CH:3]=[CH:2]1.O1C2C=CC(C3C=C(C(OC)=O)C(=O)NN=3)=CC=2CC1.CS(O[CH2:46][CH2:47][CH2:48][C:49]1[CH:54]=[CH:53][CH:52]=[CH:51][C:50]=1[Cl:55])(=O)=O, predict the reaction product. The product is: [C:17]([C:12]1[C:13](=[O:16])[N:14]([CH2:46][CH2:47][CH2:48][C:49]2[CH:54]=[CH:53][CH:52]=[CH:51][C:50]=2[Cl:55])[N:15]=[C:10]([C:8]2[CH:7]=[CH:6][C:5]3[O:1][CH2:2][CH2:3][C:4]=3[CH:9]=2)[CH:11]=1)([OH:19])=[O:18]. (4) The product is: [CH:1]1([NH:7][CH2:8][CH2:10][C:11]2[CH:12]=[C:13]([CH2:17][CH2:18][OH:19])[CH:14]=[CH:15][CH:16]=2)[CH2:2][CH2:3][CH2:4][CH2:5][CH2:6]1. Given the reactants [CH:1]1([NH:7][C:8]([CH2:10][C:11]2[CH:12]=[C:13]([CH2:17][C:18](O)=[O:19])[CH:14]=[CH:15][CH:16]=2)=O)[CH2:6][CH2:5][CH2:4][CH2:3][CH2:2]1, predict the reaction product. (5) Given the reactants [N:1]([CH2:4][C@H:5]1[O:10][C@@:9]2([C:18]3[C:13](=[CH:14][C:15]([Cl:28])=[C:16]([CH2:19][C:20]4[CH:25]=[CH:24][C:23]([CH2:26][CH3:27])=[CH:22][CH:21]=4)[CH:17]=3)[CH2:12][O:11]2)[C@H:8]([OH:29])[C@@H:7]([OH:30])[C@@H:6]1[OH:31])=[N+]=[N-].C1C=CC(P(C2C=CC=CC=2)C2C=CC=CC=2)=CC=1, predict the reaction product. The product is: [NH2:1][CH2:4][C@H:5]1[O:10][C@@:9]2([C:18]3[C:13](=[CH:14][C:15]([Cl:28])=[C:16]([CH2:19][C:20]4[CH:21]=[CH:22][C:23]([CH2:26][CH3:27])=[CH:24][CH:25]=4)[CH:17]=3)[CH2:12][O:11]2)[C@H:8]([OH:29])[C@@H:7]([OH:30])[C@@H:6]1[OH:31]. (6) Given the reactants Br[C:2]1[CH:9]=[CH:8][CH:7]=[CH:6][C:3]=1[CH:4]=[O:5].[C:10]([NH2:16])(=[O:15])[C:11]([CH3:14])([CH3:13])[CH3:12].C(=O)([O-])[O-].[Cs+].[Cs+].CC1(C)C2C=CC=C(P(C3C=CC=CC=3)C3C=CC=CC=3)C=2OC2C1=CC=CC=2P(C1C=CC=CC=1)C1C=CC=CC=1, predict the reaction product. The product is: [CH:4]([C:3]1[CH:6]=[CH:7][CH:8]=[CH:9][C:2]=1[NH:16][C:10](=[O:15])[C:11]([CH3:14])([CH3:13])[CH3:12])=[O:5]. (7) Given the reactants [Cl:1][C:2]1[C:11]2[NH:10][C:9](=[O:12])[C:8]3[S:13][CH:14]=[CH:15][C:7]=3[C:6]=2[C:5]([C:16]2[CH:21]=[CH:20][C:19]([CH:22]([NH:25]C(=O)OC(C)(C)C)[CH2:23][CH3:24])=[CH:18][CH:17]=2)=[C:4]([O:33]C)[CH:3]=1.BrB(Br)Br, predict the reaction product. The product is: [ClH:1].[NH2:25][CH:22]([C:19]1[CH:18]=[CH:17][C:16]([C:5]2[C:6]3[C:7]4[CH:15]=[CH:14][S:13][C:8]=4[C:9](=[O:12])[NH:10][C:11]=3[C:2]([Cl:1])=[CH:3][C:4]=2[OH:33])=[CH:21][CH:20]=1)[CH2:23][CH3:24]. (8) Given the reactants Cl.[Cl:2][C:3]1[CH:23]=[CH:22][C:6]([C:7]([NH:9][C:10]2[CH:19]=[C:18]3[C:13]([CH2:14][CH2:15][C:16](=[O:21])[N:17]3[CH3:20])=[CH:12][CH:11]=2)=[O:8])=[C:5]([NH:24][CH2:25][CH:26]2[CH2:31][CH2:30][CH2:29][CH2:28][NH:27]2)[CH:4]=1.[C:32](O[BH-](OC(=O)C)OC(=O)C)(=O)C.[Na+], predict the reaction product. The product is: [ClH:2].[Cl:2][C:3]1[CH:23]=[CH:22][C:6]([C:7]([NH:9][C:10]2[CH:19]=[C:18]3[C:13]([CH2:14][CH2:15][C:16](=[O:21])[N:17]3[CH3:20])=[CH:12][CH:11]=2)=[O:8])=[C:5]([NH:24][CH2:25][CH:26]2[CH2:31][CH2:30][CH2:29][CH2:28][N:27]2[CH3:32])[CH:4]=1.